From a dataset of Forward reaction prediction with 1.9M reactions from USPTO patents (1976-2016). Predict the product of the given reaction. (1) Given the reactants [NH2:1][C:2]1[CH:3]=[C:4]([CH:16]=[CH:17][CH:18]=1)[O:5][C:6]1[CH:11]=[CH:10][N:9]=[C:8]2[NH:12][C:13](=[O:15])[NH:14][C:7]=12.[C:19]1([S:25](Cl)(=[O:27])=[O:26])[CH:24]=[CH:23][CH:22]=[CH:21][CH:20]=1, predict the reaction product. The product is: [O:15]=[C:13]1[NH:12][C:8]2=[N:9][CH:10]=[CH:11][C:6]([O:5][C:4]3[CH:3]=[C:2]([NH:1][S:25]([C:19]4[CH:24]=[CH:23][CH:22]=[CH:21][CH:20]=4)(=[O:27])=[O:26])[CH:18]=[CH:17][CH:16]=3)=[C:7]2[NH:14]1. (2) Given the reactants C(=O)([O-])[O-].[K+].[K+].[CH2:7]([O:14][C:15]([NH:17][CH:18]1[CH2:27][C:26]2[C:21](=[CH:22][CH:23]=[C:24]([O:28][C:29]3[CH:34]=[CH:33][CH:32]=[C:31]([C:35]([F:38])([F:37])[F:36])[CH:30]=3)[CH:25]=2)[N:20]=[C:19]1[NH:39][NH:40][C:41]([O:43]C)=O)=[O:16])[C:8]1[CH:13]=[CH:12][CH:11]=[CH:10][CH:9]=1, predict the reaction product. The product is: [O:43]=[C:41]1[N:20]2[C:21]3[C:26]([CH2:27][CH:18]([NH:17][C:15](=[O:16])[O:14][CH2:7][C:8]4[CH:13]=[CH:12][CH:11]=[CH:10][CH:9]=4)[C:19]2=[N:39][NH:40]1)=[CH:25][C:24]([O:28][C:29]1[CH:34]=[CH:33][CH:32]=[C:31]([C:35]([F:37])([F:38])[F:36])[CH:30]=1)=[CH:23][CH:22]=3. (3) Given the reactants [CH3:1][CH:2]([N:10]1[CH:14]=[C:13]([C:15]2[C:16]3[CH:23]=[CH:22][N:21](COCC[Si](C)(C)C)[C:17]=3[N:18]=[CH:19][N:20]=2)[CH:12]=[N:11]1)[CH2:3][N:4]1[CH2:9][CH2:8][NH:7][CH2:6][CH2:5]1.[Cl:32][C:33]1[S:37][C:36]([S:38](Cl)(=[O:40])=[O:39])=[CH:35][CH:34]=1, predict the reaction product. The product is: [Cl:32][C:33]1[S:37][C:36]([S:38]([N:7]2[CH2:6][CH2:5][N:4]([CH2:3][CH:2]([N:10]3[CH:14]=[C:13]([C:15]4[C:16]5[CH:23]=[CH:22][NH:21][C:17]=5[N:18]=[CH:19][N:20]=4)[CH:12]=[N:11]3)[CH3:1])[CH2:9][CH2:8]2)(=[O:40])=[O:39])=[CH:35][CH:34]=1. (4) Given the reactants [CH:1]([NH:4][C:5]([C@H:7]1[CH2:12][CH2:11][C@@H:10]([NH:13][C:14]2[C:19]([N+:20]([O-])=O)=[CH:18][N:17]=[C:16]([S:23]([CH3:26])(=[O:25])=[O:24])[CH:15]=2)[CH2:9][CH2:8]1)=[O:6])([CH3:3])[CH3:2].[Sn](Cl)Cl.C(Cl)Cl, predict the reaction product. The product is: [NH2:20][C:19]1[C:14]([NH:13][C@@H:10]2[CH2:9][CH2:8][C@H:7]([C:5]([NH:4][CH:1]([CH3:3])[CH3:2])=[O:6])[CH2:12][CH2:11]2)=[CH:15][C:16]([S:23]([CH3:26])(=[O:24])=[O:25])=[N:17][CH:18]=1. (5) Given the reactants C[O:2][C:3]1[CH:4]=[C:5]2[C:10](=[CH:11][CH:12]=1)[CH:9]=[C:8]([C@:13]1([CH3:19])[CH2:17][O:16][C:15](=[O:18])[NH:14]1)[CH:7]=[CH:6]2.B(Br)(Br)Br, predict the reaction product. The product is: [OH:2][C:3]1[CH:4]=[C:5]2[C:10](=[CH:11][CH:12]=1)[CH:9]=[C:8]([C@:13]1([CH3:19])[CH2:17][O:16][C:15](=[O:18])[NH:14]1)[CH:7]=[CH:6]2. (6) Given the reactants C[O:2][C:3](=[O:45])[C:4]1[CH:9]=[CH:8][C:7]([NH:10][C:11]([C@H:13]2[C@H:17]([C:18]3[CH:23]=[CH:22][CH:21]=[C:20]([Cl:24])[C:19]=3[F:25])[C@:16]([C:28]3[CH:33]=[CH:32][C:31]([Cl:34])=[CH:30][C:29]=3[F:35])([C:26]#[N:27])[C@H:15]([CH2:36][C:37]([CH3:40])([CH3:39])[CH3:38])[NH:14]2)=[O:12])=[CH:6][C:5]=1[C:41]([F:44])([F:43])[F:42].[OH-].[Na+], predict the reaction product. The product is: [Cl:34][C:31]1[CH:32]=[CH:33][C:28]([C@@:16]2([C:26]#[N:27])[C@H:15]([CH2:36][C:37]([CH3:39])([CH3:38])[CH3:40])[NH:14][C@@H:13]([C:11]([NH:10][C:7]3[CH:8]=[CH:9][C:4]([C:3]([OH:45])=[O:2])=[C:5]([C:41]([F:43])([F:44])[F:42])[CH:6]=3)=[O:12])[C@@H:17]2[C:18]2[CH:23]=[CH:22][CH:21]=[C:20]([Cl:24])[C:19]=2[F:25])=[C:29]([F:35])[CH:30]=1. (7) The product is: [CH3:1][O:2][C:3](=[O:12])[CH:4]([C:5]1[CH:10]=[CH:9][C:8]([Cl:11])=[CH:7][CH:6]=1)[Br:20]. Given the reactants [CH3:1][O:2][C:3](=[O:12])[CH2:4][C:5]1[CH:10]=[CH:9][C:8]([Cl:11])=[CH:7][CH:6]=1.C1C(=O)N([Br:20])C(=O)C1, predict the reaction product. (8) Given the reactants [CH2:1]([C:4]1[C:10]([OH:11])=[C:9]([CH2:12][CH2:13][CH3:14])[CH:8]=[CH:7][C:5]=1[OH:6])[CH2:2][CH3:3].FC(F)(F)S(O)(=O)=O.[F:30][C:29]([F:32])([F:31])[C:28](O[C:28](=[O:33])[C:29]([F:32])([F:31])[F:30])=[O:33], predict the reaction product. The product is: [CH2:1]([C:4]1[C:10]([OH:11])=[C:9]([CH2:12][CH2:13][CH3:14])[CH:8]=[CH:7][C:5]=1[OH:6])[CH2:2][CH3:3].[F:32][C:29]([F:30])([F:31])[C:28]([C:4]1[CH:10]=[CH:9][CH:8]=[CH:7][CH:5]=1)=[O:33].